This data is from HIV replication inhibition screening data with 41,000+ compounds from the AIDS Antiviral Screen. The task is: Binary Classification. Given a drug SMILES string, predict its activity (active/inactive) in a high-throughput screening assay against a specified biological target. (1) The result is 0 (inactive). The molecule is COc1ccc(C2ON(c3ccccn3)CC=C2C)cc1. (2) The molecule is CS(=O)(=O)NC12CCC(c3ccccc31)c1ccccc12. The result is 0 (inactive). (3) The result is 0 (inactive). The drug is O=Nc1ccc(O)cc1Cc1ccccc1. (4) The drug is CCSCCCCCCCCCCCC(=O)OCC1OC(n2cc(C)c(=O)[nH]c2=O)CC1F. The result is 1 (active). (5) The result is 0 (inactive). The compound is COc1cc2c(cc1OC)C1c3ccccc3C(C#N)(C2)N(C(=O)c2ccccc2)C1O. (6) The molecule is N=C(N)NS(=O)(=O)c1ccc(NNc2c3ccccc3nc3ccccc23)cc1. The result is 0 (inactive). (7) The compound is Cc1ccc(N(C(=O)CC(=O)N2N=C(c3ccccc3)C(N=Nc3ccc([N+](=O)[O-])cc3)C2=O)C(=O)c2ccc(Cl)cc2)cc1. The result is 0 (inactive). (8) The compound is COc1ccc(C2Oc3c(cccc3OC)C=C2[N+](=O)[O-])cc1OC. The result is 0 (inactive).